This data is from Forward reaction prediction with 1.9M reactions from USPTO patents (1976-2016). The task is: Predict the product of the given reaction. (1) Given the reactants C1(C)C=CC(S(O)(=O)=O)=CC=1.[NH2:12][C:13]1([CH2:19][C:20]([O:22][CH3:23])=[O:21])[CH2:18][CH2:17][O:16][CH2:15][CH2:14]1.N[C@H](C(O)=O)CC(C)C.C(N(C(C)C)CC)(C)C.[O:42](C(OC(C)(C)C)=O)[C:43]([O:45][C:46]([CH3:49])([CH3:48])[CH3:47])=O, predict the reaction product. The product is: [C:46]([O:45][C:43]([NH:12][C:13]1([CH2:19][C:20]([O:22][CH3:23])=[O:21])[CH2:14][CH2:15][O:16][CH2:17][CH2:18]1)=[O:42])([CH3:49])([CH3:48])[CH3:47]. (2) Given the reactants I[C:2]1[CH:7]=[CH:6][C:5]([N:8]2[CH2:13][CH2:12][CH2:11][C@@H:10]([N:14]3[CH2:19][CH2:18][CH:17]([CH3:20])[CH2:16][CH2:15]3)[CH2:9]2)=[CH:4][CH:3]=1.[Cl:21][C:22]1[CH:27]=[CH:26][C:25]([C:28]2[CH:29]=[CH:30][C:31]([C:34]#[CH:35])=[N:32][CH:33]=2)=[CH:24][CH:23]=1, predict the reaction product. The product is: [Cl:21][C:22]1[CH:23]=[CH:24][C:25]([C:28]2[CH:29]=[CH:30][C:31]([C:34]#[C:35][C:2]3[CH:7]=[CH:6][C:5]([N:8]4[CH2:13][CH2:12][CH2:11][C@@H:10]([N:14]5[CH2:19][CH2:18][CH:17]([CH3:20])[CH2:16][CH2:15]5)[CH2:9]4)=[CH:4][CH:3]=3)=[N:32][CH:33]=2)=[CH:26][CH:27]=1. (3) Given the reactants CO[CH:3](OC)[C:4]1[CH:9]=[CH:8][N:7]=[C:6]([C:10]([F:13])([F:12])[F:11])[N:5]=1.Br.[NH2:17][C:18]1[CH:23]=[CH:22][CH:21]=[CH:20][CH:19]=1.[C:24]1([O:30][P:31]([O-:39])[O:32][C:33]2[CH:38]=[CH:37][CH:36]=[CH:35][CH:34]=2)[CH:29]=[CH:28][CH:27]=[CH:26][CH:25]=1, predict the reaction product. The product is: [C:33]1([O:32][P:31]([CH:3]([NH:17][C:18]2[CH:23]=[CH:22][CH:21]=[CH:20][CH:19]=2)[C:4]2[CH:9]=[CH:8][N:7]=[C:6]([C:10]([F:11])([F:12])[F:13])[N:5]=2)(=[O:39])[O:30][C:24]2[CH:25]=[CH:26][CH:27]=[CH:28][CH:29]=2)[CH:38]=[CH:37][CH:36]=[CH:35][CH:34]=1.